Dataset: Peptide-MHC class II binding affinity with 134,281 pairs from IEDB. Task: Regression. Given a peptide amino acid sequence and an MHC pseudo amino acid sequence, predict their binding affinity value. This is MHC class II binding data. (1) The peptide sequence is FEQITFMQALQLLLE. The MHC is DRB1_0101 with pseudo-sequence DRB1_0101. The binding affinity (normalized) is 0.851. (2) The peptide sequence is KVTAKGVSEANTCAA. The MHC is HLA-DPA10201-DPB10101 with pseudo-sequence HLA-DPA10201-DPB10101. The binding affinity (normalized) is 0.0844. (3) The peptide sequence is NGSQFFLCTAKTAWL. The MHC is HLA-DPA10103-DPB10301 with pseudo-sequence HLA-DPA10103-DPB10301. The binding affinity (normalized) is 0.252. (4) The MHC is DRB3_0202 with pseudo-sequence DRB3_0202. The peptide sequence is RELKCGDGIFIFRDS. The binding affinity (normalized) is 0. (5) The peptide sequence is KDPYGATISATPESA. The MHC is HLA-DQA10101-DQB10501 with pseudo-sequence HLA-DQA10101-DQB10501. The binding affinity (normalized) is 0. (6) The peptide sequence is AMCRTPFSLAEGIVL. The MHC is HLA-DQA10201-DQB10303 with pseudo-sequence HLA-DQA10201-DQB10303. The binding affinity (normalized) is 0.533.